From a dataset of Reaction yield outcomes from USPTO patents with 853,638 reactions. Predict the reaction yield, written as a fraction of the theoretical maximum amount of product (1.0 means a 100% yield; for example, 0.34 means a 34% yield). (1) The reactants are [O:1]([C:8]1[C:9]([NH:21][C:22]2[S:26][N:25]=[C:24]([CH:27]3[CH2:32][CH2:31][N:30]([S:33]([CH2:36][CH2:37][N:38]4C(=O)C5C(=CC=CC=5)C4=O)(=[O:35])=[O:34])[CH2:29][CH2:28]3)[N:23]=2)=[N:10][CH:11]=[C:12]([S:14][C:15]2[CH:20]=[CH:19][CH:18]=[CH:17][N:16]=2)[CH:13]=1)[C:2]1[CH:7]=[CH:6][CH:5]=[CH:4][CH:3]=1.O.NN. The catalyst is CCO. The product is [NH2:38][CH2:37][CH2:36][S:33]([N:30]1[CH2:29][CH2:28][CH:27]([C:24]2[N:23]=[C:22]([NH:21][C:9]3[C:8]([O:1][C:2]4[CH:7]=[CH:6][CH:5]=[CH:4][CH:3]=4)=[CH:13][C:12]([S:14][C:15]4[CH:20]=[CH:19][CH:18]=[CH:17][N:16]=4)=[CH:11][N:10]=3)[S:26][N:25]=2)[CH2:32][CH2:31]1)(=[O:35])=[O:34]. The yield is 0.145. (2) The reactants are S(Cl)(Cl)=O.O.[C:6]([OH:16])(=[O:15])[C:7]1[NH:14][C:12](=[O:13])[NH:11][C:9](=[O:10])[CH:8]=1.N1C=CC=C[CH:18]=1. The catalyst is CN(C)C=O. The product is [CH3:18][C:8]1[C:9](=[O:10])[NH:11][C:12](=[O:13])[NH:14][C:7]=1[C:6]([OH:16])=[O:15].[OH:13][C:12]1[N:11]=[C:9]([OH:10])[CH:8]=[C:7]([C:6]([O:16][CH3:18])=[O:15])[N:14]=1. The yield is 0.970. (3) The reactants are [N:1]1[CH:6]=[CH:5][CH:4]=[C:3]([C:7]2[N:12]=[CH:11][C:10]([C:13]([OH:15])=O)=[CH:9][N:8]=2)[CH:2]=1.CN(C(ON1N=NC2C=CC(=CC1=2)Cl)=[N+](C)C)C.F[P-](F)(F)(F)(F)F.CCN(C(C)C)C(C)C.[F:50][C:51]1[CH:52]=[C:53]2[C:57](=[CH:58][CH:59]=1)[N:56]([NH2:60])[C:55]([CH3:61])=[CH:54]2. The catalyst is CN(C=O)C.O.CCOC(C)=O. The product is [F:50][C:51]1[CH:52]=[C:53]2[C:57](=[CH:58][CH:59]=1)[N:56]([NH:60][C:13]([C:10]1[CH:11]=[N:12][C:7]([C:3]3[CH:2]=[N:1][CH:6]=[CH:5][CH:4]=3)=[N:8][CH:9]=1)=[O:15])[C:55]([CH3:61])=[CH:54]2. The yield is 0.460. (4) The reactants are [Br:1][C:2]1[CH:7]=[CH:6][C:5]([Br:8])=[CH:4][CH:3]=1.[S:9](=O)(=[O:12])([OH:11])[OH:10].[OH-].[Na+].[Na]. The catalyst is O. The product is [Br:1][C:2]1[CH:7]=[CH:6][C:5]([Br:8])=[CH:4][C:3]=1[S:9]([OH:12])(=[O:11])=[O:10]. The yield is 0.860. (5) The product is [Br:1][C:2]1[CH:7]=[CH:6][C:5]([N:8]2[CH2:9][CH2:10][C:11]([CH3:15])([OH:14])[CH2:12][CH2:13]2)=[CH:4][CH:3]=1. The reactants are [Br:1][C:2]1[CH:7]=[CH:6][C:5]([N:8]2[CH2:13][CH2:12][C:11](=[O:14])[CH2:10][CH2:9]2)=[CH:4][CH:3]=1.[CH3:15][Mg]Cl. The yield is 0.970. The catalyst is C1COCC1. (6) The reactants are C([N:14]1[CH2:17][CH:16]([OH:18])[CH2:15]1)(C1C=CC=CC=1)C1C=CC=CC=1.[CH2:19]([O:26][C:27](Cl)=[O:28])[C:20]1[CH:25]=[CH:24][CH:23]=[CH:22][CH:21]=1.C(N(CC)CC)C. The catalyst is CO.C(Cl)Cl.[Pd]. The product is [CH2:19]([O:26][C:27]([N:14]1[CH2:17][CH:16]([OH:18])[CH2:15]1)=[O:28])[C:20]1[CH:25]=[CH:24][CH:23]=[CH:22][CH:21]=1. The yield is 0.220.